This data is from Forward reaction prediction with 1.9M reactions from USPTO patents (1976-2016). The task is: Predict the product of the given reaction. (1) Given the reactants [C:1](Cl)(=O)[C:2]([Cl:4])=[O:3].[Cl:7][C:8]1[N:13]=[CH:12][N:11]=[C:10]([O:14][C:15]2[CH:16]=[C:17]3[C:22](=[CH:23][CH:24]=2)C(C(O)=O)=[CH:20][CH:19]=[CH:18]3)[CH:9]=1.CN(C=O)C, predict the reaction product. The product is: [Cl:7][C:8]1[N:13]=[CH:12][N:11]=[C:10]([O:14][C:15]2[CH:16]=[C:17]3[C:22](=[CH:23][CH:24]=2)[C:1]([C:2]([Cl:4])=[O:3])=[CH:20][CH:19]=[CH:18]3)[CH:9]=1. (2) Given the reactants [O:1]=[C:2]1[N:6]([C:7]([O:9][CH2:10][CH:11]=[CH2:12])=[O:8])[C@@H:5]([C:13]([O:15][CH2:16][CH3:17])=[O:14])[CH2:4][CH2:3]1.[CH3:18][Al](C)C.C1(C)C=CC=CC=1, predict the reaction product. The product is: [OH:1][C:2]1([CH3:18])[N:6]([C:7]([O:9][CH2:10][CH:11]=[CH2:12])=[O:8])[C@@H:5]([C:13]([O:15][CH2:16][CH3:17])=[O:14])[CH2:4][CH2:3]1.